This data is from Forward reaction prediction with 1.9M reactions from USPTO patents (1976-2016). The task is: Predict the product of the given reaction. (1) Given the reactants [CH2:1]([O:8][C:9]1[CH:14]=[C:13]([O:15][CH2:16][C:17]2[CH:22]=[CH:21][CH:20]=[CH:19][CH:18]=2)[C:12]([CH:23]([CH3:25])[CH3:24])=[CH:11][C:10]=1[C:26]1[O:30][N:29]=[C:28]([C:31]([NH:33][CH2:34][CH3:35])=[O:32])[C:27]=1[C:36]1[CH:40]=[CH:39][NH:38][N:37]=1)[C:2]1[CH:7]=[CH:6][CH:5]=[CH:4][CH:3]=1.I[CH2:42][CH3:43], predict the reaction product. The product is: [CH2:1]([O:8][C:9]1[CH:14]=[C:13]([O:15][CH2:16][C:17]2[CH:18]=[CH:19][CH:20]=[CH:21][CH:22]=2)[C:12]([CH:23]([CH3:25])[CH3:24])=[CH:11][C:10]=1[C:26]1[O:30][N:29]=[C:28]([C:31]([NH:33][CH2:34][CH3:35])=[O:32])[C:27]=1[C:36]1[CH:40]=[CH:39][N:38]([CH2:42][CH3:43])[N:37]=1)[C:2]1[CH:7]=[CH:6][CH:5]=[CH:4][CH:3]=1. (2) Given the reactants FC(F)(F)C([O-])=O.[CH2:8]1[C:10]2([CH2:15][CH2:14][NH:13][CH2:12][CH2:11]2)[CH:9]1[C:16]([O:18][CH2:19][CH3:20])=[O:17].C(=O)([O-])[O-].[K+].[K+].F[C:28]1[CH:33]=[CH:32][C:31]([N+:34]([O-:36])=[O:35])=[CH:30][CH:29]=1, predict the reaction product. The product is: [N+:34]([C:31]1[CH:32]=[CH:33][C:28]([N:13]2[CH2:14][CH2:15][C:10]3([CH2:8][CH:9]3[C:16]([O:18][CH2:19][CH3:20])=[O:17])[CH2:11][CH2:12]2)=[CH:29][CH:30]=1)([O-:36])=[O:35].